Dataset: Retrosynthesis with 50K atom-mapped reactions and 10 reaction types from USPTO. Task: Predict the reactants needed to synthesize the given product. Given the product CCCCOC(=O)C(CCc1ccccc1)NC1CSC(c2cccs2)CN(CC(=O)O)C1=O, predict the reactants needed to synthesize it. The reactants are: CCCCOC(=O)C(CCc1ccccc1)NC1CSC(c2cccs2)CN(CC(=O)OC(C)(C)C)C1=O.